Dataset: Full USPTO retrosynthesis dataset with 1.9M reactions from patents (1976-2016). Task: Predict the reactants needed to synthesize the given product. (1) Given the product [OH:28][NH:27][C:3]([C:5]1[S:9][C:8]([N:10]2[CH2:15][CH2:14][N:13]([S:16]([C:19]3[CH:24]=[CH:23][C:22]([F:25])=[CH:21][CH:20]=3)(=[O:18])=[O:17])[CH2:12][CH2:11]2)=[N:7][CH:6]=1)=[O:2], predict the reactants needed to synthesize it. The reactants are: C[O:2][C:3]([C:5]1[S:9][C:8]([N:10]2[CH2:15][CH2:14][N:13]([S:16]([C:19]3[CH:24]=[CH:23][C:22]([F:25])=[CH:21][CH:20]=3)(=[O:18])=[O:17])[CH2:12][CH2:11]2)=[N:7][CH:6]=1)=O.Cl.[NH2:27][OH:28].C[O-].[Na+].CO.Cl. (2) Given the product [F:1][C:2]1[CH:3]=[C:4]2[C:9](=[CH:10][CH:11]=1)[CH:8]=[N:7][C:6]([C:12]([N:14]=[N+:15]=[N-:16])=[O:13])=[CH:5]2, predict the reactants needed to synthesize it. The reactants are: [F:1][C:2]1[CH:3]=[C:4]2[C:9](=[CH:10][CH:11]=1)[CH:8]=[N:7][C:6]([C:12]([NH:14][NH2:15])=[O:13])=[CH:5]2.[N:16]([O-])=O.[Na+]. (3) The reactants are: [CH2:1]([O:8][C:9]1[CH:14]=[CH:13][N:12]([C:15]2[CH:16]=[CH:17][C:18]3[C:19]4[CH2:28][NH:27][CH2:26][CH2:25][C:20]=4[N:21]([CH3:24])[C:22]=3[CH:23]=2)[C:11](=[O:29])[CH:10]=1)[C:2]1[CH:7]=[CH:6][CH:5]=[CH:4][CH:3]=1.[ClH:30].[Cl:31][CH2:32][CH2:33][N:34]1[CH2:38][CH2:37][CH2:36][CH2:35]1.C(N(C(C)C)C(C)C)C. Given the product [ClH:31].[ClH:30].[CH2:1]([O:8][C:9]1[CH:14]=[CH:13][N:12]([C:15]2[CH:16]=[CH:17][C:18]3[C:19]4[CH2:28][N:27]([CH2:32][CH2:33][N:34]5[CH2:38][CH2:37][CH2:36][CH2:35]5)[CH2:26][CH2:25][C:20]=4[N:21]([CH3:24])[C:22]=3[CH:23]=2)[C:11](=[O:29])[CH:10]=1)[C:2]1[CH:3]=[CH:4][CH:5]=[CH:6][CH:7]=1, predict the reactants needed to synthesize it. (4) Given the product [NH2:1][C:2]1[C:3]2[S:11][CH:10]=[C:9]([C:12]3[CH:13]=[C:14]([S:18]([NH:21][CH3:22])(=[O:20])=[O:19])[CH:15]=[CH:16][CH:17]=3)[C:4]=2[N:5]=[C:6]([NH:35][C:27]2[CH:28]=[C:29]([O:33][CH3:34])[C:30]([O:31][CH3:32])=[C:25]([O:24][CH3:23])[CH:26]=2)[N:7]=1, predict the reactants needed to synthesize it. The reactants are: [NH2:1][C:2]1[C:3]2[S:11][CH:10]=[C:9]([C:12]3[CH:13]=[C:14]([S:18]([NH:21][CH3:22])(=[O:20])=[O:19])[CH:15]=[CH:16][CH:17]=3)[C:4]=2[N:5]=[C:6](Cl)[N:7]=1.[CH3:23][O:24][C:25]1[CH:26]=[C:27]([NH2:35])[CH:28]=[C:29]([O:33][CH3:34])[C:30]=1[O:31][CH3:32]. (5) Given the product [Br:34][CH2:2][C:3]1[CH:13]=[CH:12][C:6]2[S:7](=[O:11])(=[O:10])[CH2:8][CH2:9][C:5]=2[CH:4]=1, predict the reactants needed to synthesize it. The reactants are: O[CH2:2][C:3]1[CH:13]=[CH:12][C:6]2[S:7](=[O:11])(=[O:10])[CH2:8][CH2:9][C:5]=2[CH:4]=1.C1(P(C2C=CC=CC=2)C2C=CC=CC=2)C=CC=CC=1.C(Br)(Br)(Br)[Br:34]. (6) Given the product [CH2:22]([O:29][C:30]1[CH:31]=[CH:32][C:33]([CH2:36][C:37]([NH:9][C:7]2[CH:8]=[C:3]([O:2][CH3:1])[CH:4]=[CH:5][C:6]=2[CH:10]2[CH2:19][CH2:18][C:17]3[C:12](=[CH:13][CH:14]=[C:15]([O:20][CH3:21])[CH:16]=3)[CH2:11]2)=[O:38])=[CH:34][CH:35]=1)[C:23]1[CH:24]=[CH:25][CH:26]=[CH:27][CH:28]=1, predict the reactants needed to synthesize it. The reactants are: [CH3:1][O:2][C:3]1[CH:4]=[CH:5][C:6]([CH:10]2[CH2:19][CH2:18][C:17]3[C:12](=[CH:13][CH:14]=[C:15]([O:20][CH3:21])[CH:16]=3)[CH2:11]2)=[C:7]([NH2:9])[CH:8]=1.[CH2:22]([O:29][C:30]1[CH:35]=[CH:34][C:33]([CH2:36][C:37](Cl)=[O:38])=[CH:32][CH:31]=1)[C:23]1[CH:28]=[CH:27][CH:26]=[CH:25][CH:24]=1. (7) The reactants are: [F:1][C:2]1[CH:7]=[CH:6][C:5]([C:8]2[CH:9]=[CH:10][C:11]3[N:12]([N:14]=[CH:15][C:16]=3[C:17]3[CH:22]=[CH:21][N:20]=[C:19](SC)[N:18]=3)[N:13]=2)=[CH:4][CH:3]=1.OOS([O-])=O.[K+].CC(O)C.[CH3:35][O:36][C:37]1[CH:43]=[CH:42][C:40]([NH2:41])=[CH:39][CH:38]=1. Given the product [F:1][C:2]1[CH:7]=[CH:6][C:5]([C:8]2[CH:9]=[CH:10][C:11]3[N:12]([N:14]=[CH:15][C:16]=3[C:17]3[CH:22]=[CH:21][N:20]=[C:19]([NH:41][C:40]4[CH:42]=[CH:43][C:37]([O:36][CH3:35])=[CH:38][CH:39]=4)[N:18]=3)[N:13]=2)=[CH:4][CH:3]=1, predict the reactants needed to synthesize it. (8) Given the product [Br:1][C:2]1[CH:7]=[CH:6][C:5]([CH2:8][CH2:9][N:24]2[CH2:25][CH2:26][N:21]3[C:20](=[O:29])[N:19]([C:14]4[CH:15]=[C:16]([Cl:18])[CH:17]=[C:12]([Cl:11])[CH:13]=4)[C:27](=[O:28])[CH:22]3[CH2:23]2)=[CH:4][CH:3]=1, predict the reactants needed to synthesize it. The reactants are: [Br:1][C:2]1[CH:7]=[CH:6][C:5]([CH2:8][CH2:9]Br)=[CH:4][CH:3]=1.[Cl:11][C:12]1[CH:13]=[C:14]([N:19]2[C:27](=[O:28])[CH:22]3[CH2:23][NH:24][CH2:25][CH2:26][N:21]3[C:20]2=[O:29])[CH:15]=[C:16]([Cl:18])[CH:17]=1.C(=O)([O-])[O-].[K+].[K+].[I-].[Na+].